The task is: Predict which catalyst facilitates the given reaction.. This data is from Catalyst prediction with 721,799 reactions and 888 catalyst types from USPTO. (1) Reactant: [S:1](=[O:5])(=[O:4])([OH:3])[OH:2].[NH2:6][C:7]1[C:16]2[C:11](=[CH:12][CH:13]=[CH:14][CH:15]=2)[CH:10]=[CH:9][N:8]=1.[N+:17]([O-])([O-:19])=[O:18].[K+]. Product: [NH2:6][C:7]1[C:16]2[C:11](=[CH:12][CH:13]=[CH:14][CH:15]=2)[C:10]([N+:17]([O-:19])=[O:18])=[CH:9][N:8]=1.[OH:4][S:1]([OH:5])(=[O:3])=[O:2]. The catalyst class is: 6. (2) Reactant: [Cl:1][C:2]1[CH:7]=[C:6](I)[C:5]([C:9]([F:12])([F:11])[F:10])=[CH:4][N:3]=1.[NH2:13][CH2:14][C:15]1[C:16]([N:21]([CH3:26])[S:22]([CH3:25])(=[O:24])=[O:23])=[N:17][CH:18]=[CH:19][CH:20]=1.CC1(C)C2C(=C(P(C3C=CC=CC=3)C3C=CC=CC=3)C=CC=2)OC2C(P(C3C=CC=CC=3)C3C=CC=CC=3)=CC=CC1=2.[C:69](=[O:72])([O-])[O-:70].[Cs+].[Cs+]. Product: [C:69]([OH:70])([C:9]([F:12])([F:11])[F:10])=[O:72].[Cl:1][C:2]1[CH:7]=[C:6]([NH:13][CH2:14][C:15]2[C:16]([N:21]([CH3:26])[S:22]([CH3:25])(=[O:24])=[O:23])=[N:17][CH:18]=[CH:19][CH:20]=2)[C:5]([C:9]([F:12])([F:11])[F:10])=[CH:4][N:3]=1. The catalyst class is: 62. (3) Reactant: [CH3:1][CH:2]([N:4]1[CH2:9][CH2:8][N:7]([C:10]2[CH:15]=[CH:14][C:13]([NH:16][C:17]3[N:18]=[C:19]([NH:36][C:37]4[CH:38]=[CH:39][CH:40]=[C:41]5[C:45]=4[C:44](=[O:46])[NH:43][CH2:42]5)[C:20]4[CH:25]=[CH:24][N:23](S(C5C=CC(C)=CC=5)(=O)=O)[C:21]=4[N:22]=3)=[C:12]([O:47][CH3:48])[CH:11]=2)[CH2:6][CH2:5]1)[CH3:3].[OH-].[K+]. Product: [CH3:3][CH:2]([N:4]1[CH2:5][CH2:6][N:7]([C:10]2[CH:15]=[CH:14][C:13]([NH:16][C:17]3[NH:22][C:21]4=[N:23][CH:24]=[CH:25][C:20]4=[C:19]([NH:36][C:37]4[CH:38]=[CH:39][CH:40]=[C:41]5[C:45]=4[C:44](=[O:46])[NH:43][CH2:42]5)[N:18]=3)=[C:12]([O:47][CH3:48])[CH:11]=2)[CH2:8][CH2:9]1)[CH3:1]. The catalyst class is: 12.